Dataset: Reaction yield outcomes from USPTO patents with 853,638 reactions. Task: Predict the reaction yield, written as a fraction of the theoretical maximum amount of product (1.0 means a 100% yield; for example, 0.34 means a 34% yield). (1) The reactants are [CH3:1][C:2]1[O:6][C:5]([C:7]2[CH:16]=[CH:15][C:10]([C:11]([O:13]C)=[O:12])=[CH:9][CH:8]=2)=[N:4][C:3]=1[CH2:17][S:18]([C:21]1[CH:26]=[CH:25][C:24]([CH2:27][N:28]2[CH2:33][CH2:32][CH2:31][CH2:30][CH2:29]2)=[CH:23][CH:22]=1)(=[O:20])=[O:19].[ClH:34]. No catalyst specified. The product is [ClH:34].[CH3:1][C:2]1[O:6][C:5]([C:7]2[CH:16]=[CH:15][C:10]([C:11]([OH:13])=[O:12])=[CH:9][CH:8]=2)=[N:4][C:3]=1[CH2:17][S:18]([C:21]1[CH:26]=[CH:25][C:24]([CH2:27][N:28]2[CH2:33][CH2:32][CH2:31][CH2:30][CH2:29]2)=[CH:23][CH:22]=1)(=[O:19])=[O:20]. The yield is 0.680. (2) The reactants are FC(F)(F)C(O)=O.[Cl:8][C:9]1[C:10]([F:38])=[C:11]([CH:15]2[C:19]([C:22]3[CH:27]=[CH:26][C:25]([Cl:28])=[CH:24][C:23]=3[F:29])([C:20]#[N:21])[CH:18]([CH2:30][C:31]([CH3:34])([CH3:33])[CH3:32])[NH:17][CH:16]2[C:35]([OH:37])=O)[CH:12]=[CH:13][CH:14]=1.CC1(C)[O:44][C@@H:43]([CH2:45][CH2:46][NH2:47])[CH2:42][O:41]1.CN(C(ON1N=NC2C=CC=NC1=2)=[N+](C)C)C.F[P-](F)(F)(F)(F)F.CCN(C(C)C)C(C)C.Cl. The catalyst is C(Cl)Cl.O1CCCC1. The product is [OH:44][C@H:43]([CH2:42][OH:41])[CH2:45][CH2:46][NH:47][C:35]([CH:16]1[CH:15]([C:11]2[CH:12]=[CH:13][CH:14]=[C:9]([Cl:8])[C:10]=2[F:38])[C:19]([C:22]2[CH:27]=[CH:26][C:25]([Cl:28])=[CH:24][C:23]=2[F:29])([C:20]#[N:21])[CH:18]([CH2:30][C:31]([CH3:34])([CH3:32])[CH3:33])[NH:17]1)=[O:37]. The yield is 0.940. (3) The reactants are Cl.Cl.[NH2:3][C:4]1[N:9]=[CH:8][N:7]=[C:6]2[N:10]([CH:14]([C:16]3[CH:17]=[C:18]([Cl:29])[C:19]([C:27]#[N:28])=[C:20]4[C:26]=3[O:25][CH2:24][CH2:23][NH:22][CH2:21]4)[CH3:15])[N:11]=[C:12]([CH3:13])[C:5]=12.O=[C:31]1[CH2:34][N:33]([C:35]([O:37][C:38]([CH3:41])([CH3:40])[CH3:39])=[O:36])[CH2:32]1.C([BH3-])#N.[Na+]. The catalyst is CO.C(OCC)(=O)C. The product is [NH2:3][C:4]1[N:9]=[CH:8][N:7]=[C:6]2[N:10]([CH:14]([C:16]3[C:26]4[O:25][CH2:24][CH2:23][N:22]([CH:31]5[CH2:32][N:33]([C:35]([O:37][C:38]([CH3:41])([CH3:40])[CH3:39])=[O:36])[CH2:34]5)[CH2:21][C:20]=4[C:19]([C:27]#[N:28])=[C:18]([Cl:29])[CH:17]=3)[CH3:15])[N:11]=[C:12]([CH3:13])[C:5]=12. The yield is 0.350. (4) The product is [C:1]([C:3]1[C:7]2[CH:8]=[C:9]([O:12][CH3:13])[CH:10]=[CH:11][C:6]=2[O:5][C:4]=1[CH:14]([NH:21][C:22]1[CH:23]=[CH:24][C:25]([C:28]([NH:30][CH2:31][CH2:32][C:33]([OH:35])=[O:34])=[O:29])=[CH:26][CH:27]=1)[CH:15]1[CH2:20][CH2:19][CH2:18][CH2:17][CH2:16]1)#[N:2]. The yield is 0.920. The catalyst is C(O)C. The reactants are [C:1]([C:3]1[C:7]2[CH:8]=[C:9]([O:12][CH3:13])[CH:10]=[CH:11][C:6]=2[O:5][C:4]=1[CH:14]([NH:21][C:22]1[CH:27]=[CH:26][C:25]([C:28]([NH:30][CH2:31][CH2:32][C:33]([O:35]CC)=[O:34])=[O:29])=[CH:24][CH:23]=1)[CH:15]1[CH2:20][CH2:19][CH2:18][CH2:17][CH2:16]1)#[N:2].O1CCCC1.[OH-].[Na+]. (5) The reactants are COC[O:4][CH2:5][CH2:6][CH2:7][C:8]1[C:9]([CH:13]([CH3:15])[CH3:14])=[N:10][NH:11][CH:12]=1.Cl[C:17]1[CH:22]=[CH:21][C:20]([N+:23]([O-:25])=[O:24])=[CH:19][N:18]=1.[H-].[Na+].[H][H]. The catalyst is O.CN(C)C=O. The product is [CH3:14][CH:13]([C:9]1[C:8]([CH2:7][CH2:6][CH2:5][OH:4])=[CH:12][N:11]([C:17]2[CH:22]=[CH:21][C:20]([N+:23]([O-:25])=[O:24])=[CH:19][N:18]=2)[N:10]=1)[CH3:15]. The yield is 0.800. (6) The reactants are [I:1]N1C(=O)CCC1=O.C1(C)C=CC(S(O)(=O)=O)=CC=1.[N:20]1[C:29]2[C:24](=[CH:25][N:26]=[CH:27][CH:28]=2)[CH:23]=[CH:22][C:21]=1[C:30]([O:32][CH2:33][CH3:34])=[O:31].C(=O)([O-])[O-].[Na+].[Na+]. The catalyst is O1CCCC1. The product is [I:1][C:28]1[CH:27]=[N:26][CH:25]=[C:24]2[C:29]=1[N:20]=[C:21]([C:30]([O:32][CH2:33][CH3:34])=[O:31])[CH:22]=[CH:23]2. The yield is 0.630. (7) The reactants are Cl[C:2]1[N:7]([CH3:8])[C:6](=[O:9])[C:5]([O:10][CH3:11])=[CH:4][N:3]=1.[O:12]([C:19]1[CH:24]=[CH:23][C:22](B(O)O)=[CH:21][CH:20]=1)[C:13]1[CH:18]=[CH:17][CH:16]=[CH:15][CH:14]=1.C([O-])([O-])=O.[Cs+].[Cs+]. The catalyst is C1COCC1.O.ClCCl.[Pd](Cl)Cl.C1(P(C2C=CC=CC=2)[C-]2C=CC=C2)C=CC=CC=1.[C-]1(P(C2C=CC=CC=2)C2C=CC=CC=2)C=CC=C1.[Fe+2]. The product is [CH3:11][O:10][C:5]1[C:6](=[O:9])[N:7]([CH3:8])[C:2]([C:22]2[CH:23]=[CH:24][C:19]([O:12][C:13]3[CH:18]=[CH:17][CH:16]=[CH:15][CH:14]=3)=[CH:20][CH:21]=2)=[N:3][CH:4]=1. The yield is 1.00.